Dataset: Catalyst prediction with 721,799 reactions and 888 catalyst types from USPTO. Task: Predict which catalyst facilitates the given reaction. (1) Reactant: Br.C[O:3][C:4]1[CH:5]=[C:6]([N:12]2[C:16](=[O:17])[CH2:15][S:14][C:13]2=[S:18])[CH:7]=[CH:8][C:9]=1[O:10]C.O. Product: [OH:3][C:4]1[CH:5]=[C:6]([N:12]2[C:16](=[O:17])[CH2:15][S:14][C:13]2=[S:18])[CH:7]=[CH:8][C:9]=1[OH:10]. The catalyst class is: 15. (2) Reactant: [CH2:1]([S:3][C:4]1[C:9]([C:10]([OH:12])=O)=[C:8]([CH3:13])[N:7]=[C:6]([N:14]2[CH2:19][CH2:18][O:17][CH2:16][CH2:15]2)[N:5]=1)[CH3:2].F[P-](F)(F)(F)(F)F.N1(OC(N(C)C)=[N+](C)C)C2N=CC=CC=2N=N1.C(N(C(C)C)CC)(C)C.[Cl:53][C:54]1[CH:61]=[CH:60][C:57]([CH2:58][NH2:59])=[CH:56][CH:55]=1. Product: [Cl:53][C:54]1[CH:61]=[CH:60][C:57]([CH2:58][NH:59][C:10]([C:9]2[C:4]([S:3][CH2:1][CH3:2])=[N:5][C:6]([N:14]3[CH2:19][CH2:18][O:17][CH2:16][CH2:15]3)=[N:7][C:8]=2[CH3:13])=[O:12])=[CH:56][CH:55]=1. The catalyst class is: 4. (3) Reactant: [CH2:1]([O:3][C:4]1[CH:9]=[CH:8][C:7]([CH2:10][CH2:11][CH2:12][Br:13])=[C:6]([F:14])[C:5]=1[F:15])[CH3:2].[C:16]1([P:22]([C:29]2[CH:34]=[CH:33][CH:32]=[CH:31][CH:30]=2)[C:23]2[CH:28]=[CH:27][CH:26]=[CH:25][CH:24]=2)[CH:21]=[CH:20][CH:19]=[CH:18][CH:17]=1. Product: [Br-:13].[CH2:1]([O:3][C:4]1[CH:9]=[CH:8][C:7]([CH2:10][CH2:11][CH2:12][P+:22]([C:23]2[CH:24]=[CH:25][CH:26]=[CH:27][CH:28]=2)([C:29]2[CH:34]=[CH:33][CH:32]=[CH:31][CH:30]=2)[C:16]2[CH:17]=[CH:18][CH:19]=[CH:20][CH:21]=2)=[C:6]([F:14])[C:5]=1[F:15])[CH3:2]. The catalyst class is: 11. (4) Reactant: [CH3:1][N:2]1[CH:6]2[CH2:7][CH:8]([OH:10])[CH2:9][CH:3]1[CH2:4][CH2:5]2.[Li]CCCC.[Cl:16][C:17]1[N:22]=[C:21](Cl)[N:20]=[C:19]([N:24]2[CH2:29][CH2:28][O:27][CH2:26][CH2:25]2)[N:18]=1.CCOCC. Product: [Cl:16][C:17]1[N:18]=[C:19]([N:24]2[CH2:25][CH2:26][O:27][CH2:28][CH2:29]2)[N:20]=[C:21]([O:10][CH:8]2[CH2:9][CH:3]3[N:2]([CH3:1])[CH:6]([CH2:5][CH2:4]3)[CH2:7]2)[N:22]=1. The catalyst class is: 1. (5) Reactant: C([O-])=O.[NH4+].[N+:5]([C:8]1[C:13]([OH:14])=[CH:12][CH:11]=[C:10]([CH3:15])[N:9]=1)([O-])=O.[OH-].[K+].Cl.[C:19](=S)=[S:20]. Product: [CH3:15][C:10]1[N:9]=[C:8]2[NH:5][C:19](=[S:20])[O:14][C:13]2=[CH:12][CH:11]=1. The catalyst class is: 320.